Task: Predict the reactants needed to synthesize the given product.. Dataset: Full USPTO retrosynthesis dataset with 1.9M reactions from patents (1976-2016) (1) Given the product [CH:10]1([C:2]2[C:3]([F:9])=[C:4]([NH2:5])[CH:6]=[CH:7][CH:8]=2)[CH2:12][CH2:11]1, predict the reactants needed to synthesize it. The reactants are: Br[C:2]1[C:3]([F:9])=[C:4]([CH:6]=[CH:7][CH:8]=1)[NH2:5].[CH:10]1(B(O)O)[CH2:12][CH2:11]1.P([O-])([O-])([O-])=O.[K+].[K+].[K+].C1(P(C2CCCCC2)C2CCCCC2)CCCCC1. (2) Given the product [F:22][C:23]1[C:24]([C:9]2[CH:20]=[CH:19][CH:18]=[C:11]([O:12][C:13]3[S:14][CH:15]=[CH:16][N:17]=3)[CH:10]=2)=[CH:25][C:26](=[O:42])[N:27]([CH2:29][CH2:30][C@@:31]([CH3:41])([S:37]([CH3:40])(=[O:38])=[O:39])[C:32]([O:34][CH2:35][CH3:36])=[O:33])[CH:28]=1, predict the reactants needed to synthesize it. The reactants are: CC1(C)C(C)(C)OB([C:9]2[CH:10]=[C:11]([CH:18]=[CH:19][CH:20]=2)[O:12][C:13]2[S:14][CH:15]=[CH:16][N:17]=2)O1.[F:22][C:23]1[C:24](C2C=CC(OC[C@H]3CC[C@H](OC4CCCCO4)CC3)=CC=2)=[CH:25][C:26](=[O:42])[N:27]([CH2:29][CH2:30][C@@:31]([CH3:41])([S:37]([CH3:40])(=[O:39])=[O:38])[C:32]([O:34][CH2:35][CH3:36])=[O:33])[CH:28]=1. (3) Given the product [C:26]([O:25][C:23](=[O:24])[CH2:22][O:20][CH2:19][C:5]1[CH:6]=[C:7]([S:10]([N:13]2[CH2:14][CH2:15][CH2:16][CH2:17][CH2:18]2)(=[O:12])=[O:11])[CH:8]=[CH:9][C:4]=1[Cl:3])([CH3:29])([CH3:28])[CH3:27], predict the reactants needed to synthesize it. The reactants are: [H-].[Na+].[Cl:3][C:4]1[CH:9]=[CH:8][C:7]([S:10]([N:13]2[CH2:18][CH2:17][CH2:16][CH2:15][CH2:14]2)(=[O:12])=[O:11])=[CH:6][C:5]=1[CH2:19][OH:20].Br[CH2:22][C:23]([O:25][C:26]([CH3:29])([CH3:28])[CH3:27])=[O:24].